From a dataset of Reaction yield outcomes from USPTO patents with 853,638 reactions. Predict the reaction yield, written as a fraction of the theoretical maximum amount of product (1.0 means a 100% yield; for example, 0.34 means a 34% yield). (1) The reactants are F[C:2]1[CH:7]=[CH:6][C:5]([N+:8]([O-:10])=[O:9])=[C:4]([F:11])[C:3]=1[CH3:12].[CH2:13]([OH:20])[C:14]1[CH:19]=[CH:18][CH:17]=[CH:16][CH:15]=1.C([O-])([O-])=O.[K+].[K+].O. The catalyst is CN(C=O)C. The product is [CH2:13]([O:20][C:2]1[CH:7]=[CH:6][C:5]([N+:8]([O-:10])=[O:9])=[C:4]([F:11])[C:3]=1[CH3:12])[C:14]1[CH:19]=[CH:18][CH:17]=[CH:16][CH:15]=1. The yield is 0.330. (2) The reactants are Br[CH2:2][CH2:3][CH2:4][CH2:5][CH2:6][CH2:7][CH2:8][CH2:9][CH2:10][CH2:11][CH2:12][CH2:13][P:14](=[O:21])([O:18][CH2:19][CH3:20])[O:15][CH2:16][CH3:17].NC(N)=[S:24].[OH-].[Na+].Cl. The catalyst is O. The product is [SH:24][CH2:2][CH2:3][CH2:4][CH2:5][CH2:6][CH2:7][CH2:8][CH2:9][CH2:10][CH2:11][CH2:12][CH2:13][P:14](=[O:21])([O:18][CH2:19][CH3:20])[O:15][CH2:16][CH3:17]. The yield is 0.520. (3) The reactants are [O:1](C)[CH:2]1[O:7][C@H:6]([CH2:8][OH:9])[CH2:5][C@H:3]1O.[C:11]([O:14][C:15](=O)[CH3:16])(=[O:13])[CH3:12].S(=O)(=O)(O)O.[C:23]([OH:26])(=[O:25])[CH3:24]. No catalyst specified. The product is [C:23]([O:26][CH:8]1[O:9][C@H:16]([CH2:15][O:14][C:11](=[O:13])[CH3:12])[CH2:5][C@H:6]1[O:7][C:2](=[O:1])[CH3:3])(=[O:25])[CH3:24]. The yield is 0.660. (4) The reactants are [CH3:1][C:2]1[C:16](=[O:17])[N:15]=[C:14]2[N:4]([C@@H:5]3[O:9][C@H:8]([CH2:10][OH:11])[C@@H:7]([OH:12])[C@@H:6]3[O:13]2)[CH:3]=1.[CH3:18][O:19][CH2:20][CH2:21][O:22]B([O:22][CH2:21][CH2:20][O:19][CH3:18])[O:22][CH2:21][CH2:20][O:19][CH3:18]. The catalyst is COCCO. The product is [CH3:18][O:19][CH2:20][CH2:21][O:22][C@@H:6]1[C@H:7]([OH:12])[C@@H:8]([CH2:10][OH:11])[O:9][C@H:5]1[N:4]1[CH:3]=[C:2]([CH3:1])[C:16](=[O:17])[NH:15][C:14]1=[O:13]. The yield is 0.630.